Dataset: NCI-60 drug combinations with 297,098 pairs across 59 cell lines. Task: Regression. Given two drug SMILES strings and cell line genomic features, predict the synergy score measuring deviation from expected non-interaction effect. (1) Drug 1: CCCCC(=O)OCC(=O)C1(CC(C2=C(C1)C(=C3C(=C2O)C(=O)C4=C(C3=O)C=CC=C4OC)O)OC5CC(C(C(O5)C)O)NC(=O)C(F)(F)F)O. Drug 2: CC(C)NC(=O)C1=CC=C(C=C1)CNNC.Cl. Cell line: HT29. Synergy scores: CSS=27.9, Synergy_ZIP=-0.0707, Synergy_Bliss=1.41, Synergy_Loewe=-19.9, Synergy_HSA=1.49. (2) Drug 1: CC1=CC=C(C=C1)C2=CC(=NN2C3=CC=C(C=C3)S(=O)(=O)N)C(F)(F)F. Drug 2: C1CN1C2=NC(=NC(=N2)N3CC3)N4CC4. Cell line: HS 578T. Synergy scores: CSS=7.91, Synergy_ZIP=0.234, Synergy_Bliss=-1.15, Synergy_Loewe=-6.94, Synergy_HSA=-1.61. (3) Drug 1: CC1C(C(CC(O1)OC2CC(CC3=C2C(=C4C(=C3O)C(=O)C5=CC=CC=C5C4=O)O)(C(=O)C)O)N)O. Drug 2: CC1C(C(CC(O1)OC2CC(CC3=C2C(=C4C(=C3O)C(=O)C5=C(C4=O)C(=CC=C5)OC)O)(C(=O)CO)O)N)O.Cl. Cell line: UACC62. Synergy scores: CSS=69.9, Synergy_ZIP=1.17, Synergy_Bliss=1.65, Synergy_Loewe=4.89, Synergy_HSA=5.87. (4) Drug 1: CC12CCC3C(C1CCC2O)C(CC4=C3C=CC(=C4)O)CCCCCCCCCS(=O)CCCC(C(F)(F)F)(F)F. Drug 2: C1=CN(C=N1)CC(O)(P(=O)(O)O)P(=O)(O)O. Cell line: MDA-MB-231. Synergy scores: CSS=1.55, Synergy_ZIP=-0.828, Synergy_Bliss=0.522, Synergy_Loewe=-1.96, Synergy_HSA=-1.38. (5) Drug 1: C1=C(C(=O)NC(=O)N1)N(CCCl)CCCl. Drug 2: CCN(CC)CCCC(C)NC1=C2C=C(C=CC2=NC3=C1C=CC(=C3)Cl)OC. Cell line: ACHN. Synergy scores: CSS=46.9, Synergy_ZIP=-7.43, Synergy_Bliss=-9.51, Synergy_Loewe=-10.2, Synergy_HSA=-7.75. (6) Drug 1: C(CC(=O)O)C(=O)CN.Cl. Drug 2: COCCOC1=C(C=C2C(=C1)C(=NC=N2)NC3=CC=CC(=C3)C#C)OCCOC.Cl. Cell line: HCT-15. Synergy scores: CSS=7.88, Synergy_ZIP=1.20, Synergy_Bliss=2.99, Synergy_Loewe=0.294, Synergy_HSA=2.20. (7) Drug 1: C1CCC(CC1)NC(=O)N(CCCl)N=O. Drug 2: CC1=C(C=C(C=C1)C(=O)NC2=CC(=CC(=C2)C(F)(F)F)N3C=C(N=C3)C)NC4=NC=CC(=N4)C5=CN=CC=C5. Cell line: SW-620. Synergy scores: CSS=23.8, Synergy_ZIP=-4.33, Synergy_Bliss=3.04, Synergy_Loewe=-1.30, Synergy_HSA=-0.534. (8) Drug 1: C1=CC(=CC=C1CCC2=CNC3=C2C(=O)NC(=N3)N)C(=O)NC(CCC(=O)O)C(=O)O. Drug 2: CC(C1=C(C=CC(=C1Cl)F)Cl)OC2=C(N=CC(=C2)C3=CN(N=C3)C4CCNCC4)N. Cell line: MCF7. Synergy scores: CSS=33.9, Synergy_ZIP=-0.449, Synergy_Bliss=1.11, Synergy_Loewe=-4.04, Synergy_HSA=3.72. (9) Drug 1: CN(C)C1=NC(=NC(=N1)N(C)C)N(C)C. Drug 2: C1=CC(=CC=C1CC(C(=O)O)N)N(CCCl)CCCl.Cl. Cell line: HT29. Synergy scores: CSS=18.5, Synergy_ZIP=4.72, Synergy_Bliss=11.5, Synergy_Loewe=-9.28, Synergy_HSA=5.12. (10) Drug 1: C1=CN(C=N1)CC(O)(P(=O)(O)O)P(=O)(O)O. Drug 2: C#CCC(CC1=CN=C2C(=N1)C(=NC(=N2)N)N)C3=CC=C(C=C3)C(=O)NC(CCC(=O)O)C(=O)O. Cell line: OVCAR-8. Synergy scores: CSS=2.88, Synergy_ZIP=0.0122, Synergy_Bliss=0.705, Synergy_Loewe=-27.1, Synergy_HSA=0.793.